This data is from Catalyst prediction with 721,799 reactions and 888 catalyst types from USPTO. The task is: Predict which catalyst facilitates the given reaction. (1) Reactant: C(=O)([O-])[O-].[K+].[K+].[CH2:7]([O:9][C:10]1[CH:23]=[CH:22][C:13](/[CH:14]=[C:15]2/[C:16](=[O:21])[NH:17][C:18](=[O:20])[S:19]/2)=[CH:12][CH:11]=1)[CH3:8].Br[CH2:25][CH2:26][CH3:27]. Product: [CH2:7]([O:9][C:10]1[CH:23]=[CH:22][C:13](/[CH:14]=[C:15]2/[C:16](=[O:21])[N:17]([CH2:25][CH2:26][CH3:27])[C:18](=[O:20])[S:19]/2)=[CH:12][CH:11]=1)[CH3:8]. The catalyst class is: 3. (2) Reactant: [CH:1]1([N:4]2[CH2:9][CH2:8][N:7]([C:10]3[CH:15]=[CH:14][C:13]([N+:16]([O-])=O)=[CH:12][CH:11]=3)[CH2:6][CH2:5]2)[CH2:3][CH2:2]1.FC(F)(F)C(O)=O.[H][H]. Product: [CH:1]1([N:4]2[CH2:5][CH2:6][N:7]([C:10]3[CH:15]=[CH:14][C:13]([NH2:16])=[CH:12][CH:11]=3)[CH2:8][CH2:9]2)[CH2:3][CH2:2]1. The catalyst class is: 19. (3) Reactant: [Cl:1][C:2]1[CH:3]=[CH:4][C:5]([NH:8][C:9](=[O:35])[C:10]2[CH:15]=[CH:14][CH:13]=[CH:12][C:11]=2[NH:16][C:17](=[O:34])[C:18]2[CH:23]=[CH:22][C:21]([N:24]([CH3:26])[CH3:25])=[CH:20][C:19]=2[O:27][CH:28]2[CH2:33][CH2:32][NH:31][CH2:30][CH2:29]2)=[N:6][CH:7]=1.[CH3:36][C:37]([CH3:39])=O.CC(O)=O.CO.[BH3-]C#N.[Na+].CO. The catalyst class is: 232. Product: [ClH:1].[Cl:1][C:2]1[CH:3]=[CH:4][C:5]([NH:8][C:9](=[O:35])[C:10]2[CH:15]=[CH:14][CH:13]=[CH:12][C:11]=2[NH:16][C:17](=[O:34])[C:18]2[CH:23]=[CH:22][C:21]([N:24]([CH3:26])[CH3:25])=[CH:20][C:19]=2[O:27][CH:28]2[CH2:33][CH2:32][N:31]([CH:37]([CH3:39])[CH3:36])[CH2:30][CH2:29]2)=[N:6][CH:7]=1. (4) Product: [CH3:37][C:23]1[N:22]=[N:21][N:20]([C:17]2[CH:18]=[CH:19][C:14]([C:11]3[CH:10]=[CH:9][C:8]([C:5]4([C:3]([OH:4])=[O:2])[CH2:7][CH2:6]4)=[CH:13][CH:12]=3)=[CH:15][CH:16]=2)[C:24]=1[NH:25][C:26]([O:28][C@@H:29]([C:31]1[CH:32]=[CH:33][CH:34]=[CH:35][CH:36]=1)[CH3:30])=[O:27]. The catalyst class is: 6. Reactant: C[O:2][C:3]([C:5]1([C:8]2[CH:13]=[CH:12][C:11]([C:14]3[CH:19]=[CH:18][C:17]([N:20]4[C:24]([NH:25][C:26]([O:28][C@@H:29]([C:31]5[CH:36]=[CH:35][CH:34]=[CH:33][CH:32]=5)[CH3:30])=[O:27])=[C:23]([CH3:37])[N:22]=[N:21]4)=[CH:16][CH:15]=3)=[CH:10][CH:9]=2)[CH2:7][CH2:6]1)=[O:4].C1COCC1.[Li+].[OH-].